This data is from Forward reaction prediction with 1.9M reactions from USPTO patents (1976-2016). The task is: Predict the product of the given reaction. (1) The product is: [CH2:1]([N:3]([CH2:9][C:10]1[CH:15]=[C:14]([C:16]([F:17])([F:18])[F:19])[CH:13]=[CH:12][C:11]=1[C:30]1[N:35]=[C:34]([CH3:36])[CH:33]=[CH:32][N:31]=1)[C:4]([CH:6]1[CH2:7][CH2:8]1)=[O:5])[CH3:2]. Given the reactants [CH2:1]([N:3]([CH2:9][C:10]1[CH:15]=[C:14]([C:16]([F:19])([F:18])[F:17])[CH:13]=[CH:12][C:11]=1B1OC(C)(C)C(C)(C)O1)[C:4]([CH:6]1[CH2:8][CH2:7]1)=[O:5])[CH3:2].Cl[C:30]1[N:35]=[C:34]([CH3:36])[CH:33]=[CH:32][N:31]=1, predict the reaction product. (2) Given the reactants C(O[C@H]([C@H](C(O)=O)OC(=O)C1C=CC=CC=1)C(O)=O)(=O)C1C=CC=CC=1.[CH2:27]([C:29]1[CH:30]=[CH:31][C:32]([CH2:35][CH2:36][O:37][C:38]2[CH:51]=[CH:50][C:41]([CH2:42][C@H:43]3[S:47][C:46](=[O:48])[NH:45][C:44]3=[O:49])=[CH:40][CH:39]=2)=[N:33][CH:34]=1)[CH3:28].[ClH:52], predict the reaction product. The product is: [ClH:52].[CH2:27]([C:29]1[CH:30]=[CH:31][C:32]([CH2:35][CH2:36][O:37][C:38]2[CH:51]=[CH:50][C:41]([CH2:42][C@H:43]3[S:47][C:46](=[O:48])[NH:45][C:44]3=[O:49])=[CH:40][CH:39]=2)=[N:33][CH:34]=1)[CH3:28]. (3) Given the reactants [C:1]1([CH2:7][C:8]2[O:12][N:11]=[C:10]([CH2:13][CH2:14][CH:15]=[O:16])[N:9]=2)[CH:6]=[CH:5][CH:4]=[CH:3][CH:2]=1.[BH4-].[Na+], predict the reaction product. The product is: [C:1]1([CH2:7][C:8]2[O:12][N:11]=[C:10]([CH2:13][CH2:14][CH2:15][OH:16])[N:9]=2)[CH:2]=[CH:3][CH:4]=[CH:5][CH:6]=1. (4) Given the reactants FC1C=CC=C(F)C=1C([NH:6][C:7]1[C:8]([C:12]([OH:14])=[O:13])=[N:9][NH:10][CH:11]=1)=O.[Cl:20][C:21]1[CH:22]=[CH:23][C:24]([O:30][CH3:31])=[C:25]([CH:29]=1)[C:26]([OH:28])=O, predict the reaction product. The product is: [Cl:20][C:21]1[CH:22]=[CH:23][C:24]([O:30][CH3:31])=[C:25]([CH:29]=1)[C:26]([NH:6][C:7]1[C:8]([C:12]([OH:14])=[O:13])=[N:9][NH:10][CH:11]=1)=[O:28]. (5) Given the reactants [Cl:1][C:2]1[N:11]=[C:10]([NH:12][CH2:13][CH:14]2[CH2:19][CH:18](O)[CH2:17][N:16]([C:21]([O:23][C:24]([CH3:27])([CH3:26])[CH3:25])=[O:22])[CH2:15]2)[C:9]2[C:4](=[N:5][CH:6]=[CH:7][N:8]=2)[CH:3]=1.CC(OI1(OC(C)=O)(OC(C)=O)OC(=O)C2C=CC=CC1=2)=[O:30], predict the reaction product. The product is: [Cl:1][C:2]1[N:11]=[C:10]([NH:12][CH2:13][CH:14]2[C:19](=[O:30])[CH2:18][CH2:17][N:16]([C:21]([O:23][C:24]([CH3:27])([CH3:26])[CH3:25])=[O:22])[CH2:15]2)[C:9]2[C:4](=[N:5][CH:6]=[CH:7][N:8]=2)[CH:3]=1. (6) Given the reactants [C:1]1([C:11](=[O:14])[CH2:12][CH3:13])[C:10]2[C:5](=[CH:6][CH:7]=[CH:8][CH:9]=2)[CH:4]=[CH:3][CH:2]=1.[Br-:15].[Br-].[Br-].C1([N+](C)(C)C)C=CC=CC=1.C1([N+](C)(C)C)C=CC=CC=1.C1([N+](C)(C)C)C=CC=CC=1, predict the reaction product. The product is: [Br:15][CH:12]([CH3:13])[C:11]([C:1]1[C:10]2[C:5](=[CH:6][CH:7]=[CH:8][CH:9]=2)[CH:4]=[CH:3][CH:2]=1)=[O:14]. (7) Given the reactants [Cl:1][C:2]1[CH:3]=[CH:4][C:5]([F:33])=[C:6]([C:8]2[CH:13]=[C:12]([NH:14][C:15]3[C:16]4[C:17](=[CH:21][N:22](CC5C=CC(OC)=CC=5)[N:23]=4)[N:18]=[CH:19][CH:20]=3)[CH:11]=[CH:10][N:9]=2)[CH:7]=1.C(O)(C(F)(F)F)=O, predict the reaction product. The product is: [Cl:1][C:2]1[CH:3]=[CH:4][C:5]([F:33])=[C:6]([C:8]2[CH:13]=[C:12]([NH:14][C:15]3[CH:20]=[CH:19][N:18]=[C:17]4[CH:21]=[N:22][NH:23][C:16]=34)[CH:11]=[CH:10][N:9]=2)[CH:7]=1.